From a dataset of Full USPTO retrosynthesis dataset with 1.9M reactions from patents (1976-2016). Predict the reactants needed to synthesize the given product. (1) Given the product [C:11]1([CH3:14])[CH:12]=[CH:13][C:8]([C:2]2[CH:6]=[CH:5][S:4][CH:3]=2)=[CH:9][CH:10]=1, predict the reactants needed to synthesize it. The reactants are: Br[C:2]1[CH:6]=[CH:5][S:4][CH:3]=1.B(O)(O)[C:8]1[CH:9]=[CH:10][C:11]([CH3:14])=[CH:12][CH:13]=1. (2) The reactants are: [CH3:1][C:2]1[CH:7]=[C:6]([N+:8]([O-:10])=[O:9])[CH:5]=[CH:4][C:3]=1[N:11]=[C:12]=[S:13].[NH2:14][C@@H:15]([CH:17]1[CH2:22][CH2:21][CH2:20][CH2:19][CH2:18]1)[CH3:16].Cl[CH:24]([C:28]1[CH:33]=[CH:32][CH:31]=[CH:30][CH:29]=1)[C:25](O)=[O:26]. Given the product [CH3:1][C:2]1[CH:7]=[C:6]([N+:8]([O-:10])=[O:9])[CH:5]=[CH:4][C:3]=1[N:11]=[C:12]1[N:14]([C@@H:15]([CH:17]2[CH2:22][CH2:21][CH2:20][CH2:19][CH2:18]2)[CH3:16])[C:25](=[O:26])[CH:24]([C:28]2[CH:33]=[CH:32][CH:31]=[CH:30][CH:29]=2)[S:13]1, predict the reactants needed to synthesize it. (3) Given the product [CH3:56][N:55]1[CH:49]2[CH2:50][CH2:51][CH2:52][CH:53]1[CH2:54][CH:47]([NH:46][C:18]([C:14]1[CH:15]=[CH:16][CH:17]=[C:11]3[O:10][C:9]([C:6]4[CH:7]=[CH:8][C:3]([O:2][CH3:1])=[CH:4][C:5]=4[CH3:21])=[N:13][C:12]=13)=[O:19])[CH2:48]2, predict the reactants needed to synthesize it. The reactants are: [CH3:1][O:2][C:3]1[CH:8]=[CH:7][C:6]([C:9]2[O:10][C:11]3[C:12](=[C:14]([C:18](O)=[O:19])[CH:15]=[CH:16][CH:17]=3)[N:13]=2)=[C:5]([CH3:21])[CH:4]=1.Cl.C(N=C=NCCCN(C)C)C.ON1C2C=CC=CC=2N=N1.Cl.Cl.[NH2:46][CH:47]1[CH2:54][CH:53]2[N:55]([CH3:56])[CH:49]([CH2:50][CH2:51][CH2:52]2)[CH2:48]1.C(N(CC)CC)C. (4) Given the product [OH:50][CH2:51][CH:52]([CH3:96])[CH2:53][N:54]1[CH:58]=[C:57]([C:59]2[N:64]=[C:63]([C:65](=[O:68])[NH:66][CH3:67])[C:62]([NH:69][C:70]3[C:75]([C:76]([F:78])([F:79])[F:77])=[CH:74][N:73]=[C:72]([NH:80][C:81]4[CH:82]=[CH:83][C:84]([CH2:85][P:86](=[O:90])([OH:93])[O:87][CH2:88][CH3:89])=[CH:94][CH:95]=4)[N:71]=3)=[CH:61][CH:60]=2)[CH:56]=[N:55]1, predict the reactants needed to synthesize it. The reactants are: C(N(CC)C(C1C=C(C2C=NN(CCCO)C=2)C=CC=1NC1C(C(F)(F)F)=CN=C(NC2C=CC(CP(=O)(O)OCC)=CC=2OC)N=1)=O)C.[OH:50][CH2:51][CH:52]([CH3:96])[CH2:53][N:54]1[CH:58]=[C:57]([C:59]2[N:64]=[C:63]([C:65](=[O:68])[NH:66][CH3:67])[C:62]([NH:69][C:70]3[C:75]([C:76]([F:79])([F:78])[F:77])=[CH:74][N:73]=[C:72]([NH:80][C:81]4[CH:95]=[CH:94][C:84]([CH2:85][P:86](=[O:93])([O:90]CC)[O:87][CH2:88][CH3:89])=[CH:83][CH:82]=4)[N:71]=3)=[CH:61][CH:60]=2)[CH:56]=[N:55]1. (5) Given the product [C:21]1([C:20]2[C:33]3[C:28]4[C:9]5[C:8]([CH:13]=[CH:30][CH:29]=4)=[C:7]([C:52]4[CH:53]=[CH:54][C:49]([C:41]6[N:40]([C:44]7[CH:43]=[CH:48][CH:47]=[CH:46][CH:45]=7)[C:34]7[CH:35]=[CH:36][CH:37]=[CH:38][C:39]=7[N:42]=6)=[CH:50][CH:51]=4)[CH:17]=[CH:14][C:10]=5[C:27]=3[C:26]([C:58]3[CH:59]=[CH:60][CH:61]=[CH:62][CH:63]=3)=[C:25]3[CH:24]=[CH:11][CH:12]=[CH:18][C:19]=23)[CH:72]=[CH:71][CH:65]=[CH:23][CH:22]=1, predict the reactants needed to synthesize it. The reactants are: BrC1C=C[C:14]2=[C:17]3C=1C=CC=[C:7]3[C:8]1[C:9]([C:28]3[CH:33]=CC=[CH:30][CH:29]=3)=[C:10]3[CH:27]=[CH:26][CH:25]=[CH:24][C:11]3=[C:12]([C:18]3[CH:23]=[CH:22][CH:21]=[CH:20][CH:19]=3)[C:13]=12.[C:34]1([N:40]2[C:44]3[CH:45]=[CH:46][CH:47]=[CH:48][C:43]=3[N:42]=[C:41]2[C:49]2[CH:54]=[CH:53][C:52](B(O)O)=[CH:51][CH:50]=2)[CH:39]=[CH:38][CH:37]=[CH:36][CH:35]=1.[C:58]1(C)[CH:63]=[CH:62][CH:61]=[CH:60][CH:59]=1.[C:65](=O)([O-])[O-].[K+].[K+].[CH2:71](O)[CH3:72]. (6) Given the product [CH3:39][N:4]([CH3:3])[C@H:5]1[CH2:6][CH2:7][C@H:8]([N:11]([CH2:36][CH2:37][CH3:38])[C:12]2[C:13]([CH3:35])=[C:14]([C:31]([OH:33])=[O:32])[CH:15]=[C:16]([C:18]3[CH:19]=[CH:20][C:21]([CH2:24][N:25]4[CH2:30][CH2:29][O:28][CH2:27][CH2:26]4)=[CH:22][CH:23]=3)[CH:17]=2)[CH2:9][CH2:10]1, predict the reactants needed to synthesize it. The reactants are: [OH-].[Na+].[CH3:3][N:4]([CH3:39])[C@H:5]1[CH2:10][CH2:9][C@H:8]([N:11]([CH2:36][CH2:37][CH3:38])[C:12]2[C:13]([CH3:35])=[C:14]([C:31]([O:33]C)=[O:32])[CH:15]=[C:16]([C:18]3[CH:23]=[CH:22][C:21]([CH2:24][N:25]4[CH2:30][CH2:29][O:28][CH2:27][CH2:26]4)=[CH:20][CH:19]=3)[CH:17]=2)[CH2:7][CH2:6]1. (7) The reactants are: [F:1][C:2]1[CH:11]=[CH:10][C:9]([C:12]([NH2:14])=[O:13])=[C:8]2[C:3]=1[CH2:4][CH:5]([NH:15][CH2:16][CH2:17][CH2:18][C:19]1[C:27]3[C:22](=[CH:23][CH:24]=[C:25]([F:28])[CH:26]=3)[NH:21][CH:20]=1)[CH2:6][O:7]2.[CH:29](=O)[CH2:30][CH3:31].C(O)(=O)C.C([BH3-])#N.[Na+]. Given the product [F:1][C:2]1[CH:11]=[CH:10][C:9]([C:12]([NH2:14])=[O:13])=[C:8]2[C:3]=1[CH2:4][CH:5]([N:15]([CH2:16][CH2:17][CH2:18][C:19]1[C:27]3[C:22](=[CH:23][CH:24]=[C:25]([F:28])[CH:26]=3)[NH:21][CH:20]=1)[CH2:29][CH2:30][CH3:31])[CH2:6][O:7]2, predict the reactants needed to synthesize it.